Dataset: Catalyst prediction with 721,799 reactions and 888 catalyst types from USPTO. Task: Predict which catalyst facilitates the given reaction. (1) Reactant: [CH2:1]([C:3]1[N:7]([CH2:8][C:9]([P:15](=[O:18])([OH:17])[OH:16])([OH:14])[P:10]([OH:13])([OH:12])=[O:11])[CH:6]=[N:5][CH:4]=1)[CH3:2].[Cl-].[Zn+2:20].[Cl-]. Product: [CH2:1]([C:3]1[N:7]([CH2:8][C:9]([P:15](=[O:16])([O-:18])[O-:17])([OH:14])[P:10]([OH:12])([OH:13])=[O:11])[CH:6]=[N:5][CH:4]=1)[CH3:2].[Zn+2:20]. The catalyst class is: 6. (2) Reactant: [CH3:1][O:2][C:3]1[CH:4]=[C:5]2[C:10](=[CH:11][C:12]=1[O:13][CH3:14])[N:9]=[CH:8][CH:7]=[C:6]2[O:15][C:16]1[C:22]([CH3:23])=[CH:21][C:19]([NH2:20])=[C:18]([CH3:24])[CH:17]=1.ClC(Cl)(O[C:29](=[O:35])[O:30][C:31](Cl)(Cl)Cl)Cl.[CH3:37][O:38][C:39]1C=[CH:43][CH:42]=[CH:41][C:40]=1O.C(=O)(O)[O-].[Na+]. Product: [CH3:1][O:2][C:3]1[CH:4]=[C:5]2[C:10](=[CH:11][C:12]=1[O:13][CH3:14])[N:9]=[CH:8][CH:7]=[C:6]2[O:15][C:16]1[C:22]([CH3:23])=[CH:21][C:19]([NH:20][C:29](=[O:35])[O:30][C:31]2[CH:43]=[CH:42][CH:41]=[CH:40][C:39]=2[O:38][CH3:37])=[C:18]([CH3:24])[CH:17]=1. The catalyst class is: 208. (3) Reactant: C([O:5][C:6]([N:8]1[CH2:12][C@@H:11]([NH:13][C:14]2[N:19]=[CH:18][C:17]([Br:20])=[CH:16][N:15]=2)[CH2:10][C@H:9]1[CH2:21][CH3:22])=[O:7])(C)(C)C.[F:23][C:24]([F:38])([F:37])[C:25]1[CH:26]=[C:27]([CH:30]=[C:31]([C:33]([F:36])([F:35])[F:34])[CH:32]=1)[CH2:28]Br.[H-].[Na+]. Product: [F:23][C:24]([F:37])([F:38])[C:25]1[CH:26]=[C:27]([CH:30]=[C:31]([C:33]([F:36])([F:34])[F:35])[CH:32]=1)[CH2:28][N:13]([C:14]1[N:15]=[CH:16][C:17]([Br:20])=[CH:18][N:19]=1)[C@@H:11]1[CH2:12][N:8]([C:6]([OH:5])=[O:7])[C@H:9]([CH2:21][CH3:22])[CH2:10]1. The catalyst class is: 3. (4) Reactant: Cl[C:2]1[N:7]=[C:6]([NH:8][CH:9]2[C:13]3([CH2:17][CH2:16][CH2:15][CH2:14]3)[CH2:12][N:11]([C:18]([O:20][C:21]([CH3:24])([CH3:23])[CH3:22])=[O:19])[CH2:10]2)[C:5]([CH3:25])=[CH:4][N:3]=1.[CH3:26][N:27]1[CH:31]=[C:30]([NH2:32])[CH:29]=[N:28]1.CCN(C(C)C)C(C)C. The catalyst class is: 114. Product: [CH3:25][C:5]1[C:6]([NH:8][CH:9]2[C:13]3([CH2:17][CH2:16][CH2:15][CH2:14]3)[CH2:12][N:11]([C:18]([O:20][C:21]([CH3:24])([CH3:23])[CH3:22])=[O:19])[CH2:10]2)=[N:7][C:2]([NH:32][C:30]2[CH:29]=[N:28][N:27]([CH3:26])[CH:31]=2)=[N:3][CH:4]=1. (5) Reactant: Br[C:2]1[CH:3]=[C:4]([C:8]2[N:13]=[C:12]([C:14]3[CH:19]=[CH:18][CH:17]=[CH:16][CH:15]=3)[CH:11]=[C:10]([C:20]3[CH:25]=[CH:24][CH:23]=[CH:22][CH:21]=3)[N:9]=2)[CH:5]=[CH:6][CH:7]=1.B([C:29]1[CH:30]=[C:31]2[C:39](=[CH:40][CH:41]=1)[N:38]([C:42]1[CH:47]=[CH:46][CH:45]=[CH:44][CH:43]=1)[C:37]1[CH:36]=[C:35]3[C:48]([CH3:56])([CH3:55])[C:49]4[C:54]([C:34]3=[CH:33][C:32]2=1)=[CH:53][CH:52]=[CH:51][CH:50]=4)(O)O.C([O-])([O-])=O.[K+].[K+]. Product: [C:20]1([C:10]2[CH:11]=[C:12]([C:14]3[CH:19]=[CH:18][CH:17]=[CH:16][CH:15]=3)[N:13]=[C:8]([C:4]3[CH:3]=[C:2]([C:29]4[CH:30]=[C:31]5[C:39](=[CH:40][CH:41]=4)[N:38]([C:42]4[CH:47]=[CH:46][CH:45]=[CH:44][CH:43]=4)[C:37]4[CH:36]=[C:35]6[C:48]([CH3:56])([CH3:55])[C:49]7[C:54]([C:34]6=[CH:33][C:32]5=4)=[CH:53][CH:52]=[CH:51][CH:50]=7)[CH:7]=[CH:6][CH:5]=3)[N:9]=2)[CH:25]=[CH:24][CH:23]=[CH:22][CH:21]=1. The catalyst class is: 222. (6) Reactant: [CH2:1]([O:8][C:9]1[CH:14]=[CH:13][C:12]([C@@H:15]([O:18][Si:19]([C:22]([CH3:25])([CH3:24])[CH3:23])([CH3:21])[CH3:20])[CH2:16]Br)=[CH:11][C:10]=1[NH:26][CH:27]=[O:28])[C:2]1[CH:7]=[CH:6][CH:5]=[CH:4][CH:3]=1.[CH2:29]([NH2:36])[C:30]1[CH:35]=[CH:34][CH:33]=[CH:32][CH:31]=1. Product: [CH2:29]([NH:36][CH2:16][C@@H:15]([C:12]1[CH:13]=[CH:14][C:9]([O:8][CH2:1][C:2]2[CH:7]=[CH:6][CH:5]=[CH:4][CH:3]=2)=[C:10]([NH:26][CH:27]=[O:28])[CH:11]=1)[O:18][Si:19]([C:22]([CH3:25])([CH3:24])[CH3:23])([CH3:21])[CH3:20])[C:30]1[CH:35]=[CH:34][CH:33]=[CH:32][CH:31]=1. The catalyst class is: 60. (7) Reactant: [CH3:1][O:2][C:3]1[CH:8]=[CH:7][C:6]([C:9]2[CH:10]=[C:11]([CH:30]3[CH2:35][CH2:34][NH:33][CH2:32][CH2:31]3)[N:12]([CH2:22][C:23]([O:25][C:26]([CH3:29])([CH3:28])[CH3:27])=[O:24])[C:13]=2[C:14]2[CH:19]=[CH:18][C:17]([O:20][CH3:21])=[CH:16][CH:15]=2)=[CH:5][CH:4]=1.ClC(Cl)(O[C:40](=[O:46])OC(Cl)(Cl)Cl)Cl.C(N(CC)CC)C.Cl.[CH3:56][NH:57][OH:58].[Cl-].[NH4+]. Product: [CH3:1][O:2][C:3]1[CH:4]=[CH:5][C:6]([C:9]2[CH:10]=[C:11]([CH:30]3[CH2:31][CH2:32][N:33]([C:40](=[O:46])[N:57]([OH:58])[CH3:56])[CH2:34][CH2:35]3)[N:12]([CH2:22][C:23]([O:25][C:26]([CH3:29])([CH3:28])[CH3:27])=[O:24])[C:13]=2[C:14]2[CH:15]=[CH:16][C:17]([O:20][CH3:21])=[CH:18][CH:19]=2)=[CH:7][CH:8]=1. The catalyst class is: 4.